This data is from Full USPTO retrosynthesis dataset with 1.9M reactions from patents (1976-2016). The task is: Predict the reactants needed to synthesize the given product. (1) Given the product [CH3:18][C:19]1[CH:24]=[CH:23][CH:22]=[C:21]([CH3:25])[C:20]=1[N:15]1[C:13]2=[N:14][C:9]([OH:8])=[CH:10][CH:11]=[C:12]2[N:17]=[CH:16]1, predict the reactants needed to synthesize it. The reactants are: C([O:8][C:9]1[N:14]=[C:13]2[NH:15][CH:16]=[N:17][C:12]2=[CH:11][CH:10]=1)C1C=CC=CC=1.[CH3:18][C:19]1[CH:24]=[CH:23][CH:22]=[C:21]([CH3:25])[C:20]=1B(O)O. (2) Given the product [CH3:6][N:8]1[CH2:13][CH2:12][NH:11][C@H:10]([CH2:14][OH:15])[CH2:9]1, predict the reactants needed to synthesize it. The reactants are: C(O[C:6]([N:8]1[CH2:13][CH2:12][NH:11][C@H:10]([C:14](O)=[O:15])[CH2:9]1)=O)(C)(C)C.B.[H-].[H-].[H-].[H-].[Li+].[Al+3]. (3) The reactants are: [F:1][C:2]([F:50])([F:49])[C:3]1[CH:4]=[C:5]([CH:42]=[C:43]([C:45]([F:48])([F:47])[F:46])[CH:44]=1)[CH2:6][N:7]([C:36]1[N:37]=[N:38][N:39]([CH3:41])[N:40]=1)[C@@H:8]1[C:17]2[C:12](=[CH:13][CH:14]=[C:15]([C:18]([F:21])([F:20])[F:19])[CH:16]=2)[N:11]([C:22]([C@H:24]2[CH2:29][CH2:28][C@H:27]([CH2:30][C:31]([NH2:33])=[O:32])[CH2:26][CH2:25]2)=[O:23])[C@H:10]([CH2:34][CH3:35])[CH2:9]1. Given the product [F:47][C:45]([F:46])([F:48])[C:43]1[CH:42]=[C:5]([CH:4]=[C:3]([C:2]([F:50])([F:49])[F:1])[CH:44]=1)[CH2:6][N:7]([C:36]1[N:37]=[N:38][N:39]([CH3:41])[N:40]=1)[CH:8]1[C:17]2[C:12](=[CH:13][CH:14]=[C:15]([C:18]([F:19])([F:20])[F:21])[CH:16]=2)[N:11]([C:22]([CH:24]2[CH2:25][CH2:26][CH:27]([CH2:30][C:31]([NH2:33])=[O:32])[CH2:28][CH2:29]2)=[O:23])[CH:10]([CH2:34][CH3:35])[CH2:9]1, predict the reactants needed to synthesize it. (4) Given the product [Cl:1][C:2]1[CH:3]=[C:4]([CH:7]=[CH:8][C:9]=1[N:10]1[C:22]2[CH2:21][CH2:20][CH2:19][C:18](=[O:23])[C:17]=2[C:16]2[C:11]1=[CH:12][CH:13]=[CH:14][CH:15]=2)[C:5]([NH2:6])=[O:26], predict the reactants needed to synthesize it. The reactants are: [Cl:1][C:2]1[CH:3]=[C:4]([CH:7]=[CH:8][C:9]=1[N:10]1[C:22]2[CH2:21][CH2:20][CH2:19][C:18](=[O:23])[C:17]=2[C:16]2[C:11]1=[CH:12][CH:13]=[CH:14][CH:15]=2)[C:5]#[N:6].CS(C)=[O:26].[OH-].[K+].OO.